Dataset: Cav3 T-type calcium channel HTS with 100,875 compounds. Task: Binary Classification. Given a drug SMILES string, predict its activity (active/inactive) in a high-throughput screening assay against a specified biological target. (1) The molecule is O1CCN(c2nc(c3c(CCC3)c2C#N)C(C)C)CC1. The result is 0 (inactive). (2) The drug is O=c1[nH]c2c(c3CCCCc13)CCCC2. The result is 0 (inactive). (3) The compound is O1CCN(CC1)c1ccc(cc1)/C=N\Nc1cc(c(cc1)C)C. The result is 0 (inactive).